This data is from Reaction yield outcomes from USPTO patents with 853,638 reactions. The task is: Predict the reaction yield, written as a fraction of the theoretical maximum amount of product (1.0 means a 100% yield; for example, 0.34 means a 34% yield). (1) The product is [CH2:1]([C@H:8]1[CH2:12][O:11][C:10](=[O:13])[N:9]1[C:14](=[O:21])[CH:15]([F:32])[CH2:16][CH2:17][CH2:18][CH2:19][CH3:20])[C:2]1[CH:3]=[CH:4][CH:5]=[CH:6][CH:7]=1. The yield is 0.790. The reactants are [CH2:1]([C@H:8]1[CH2:12][O:11][C:10](=[O:13])[N:9]1[C:14](=[O:21])[CH2:15][CH2:16][CH2:17][CH2:18][CH2:19][CH3:20])[C:2]1[CH:7]=[CH:6][CH:5]=[CH:4][CH:3]=1.C[Si]([N-][Si](C)(C)C)(C)C.[Li+].[F:32]NS(C1C=CC=CC=1)(=O)=O. The catalyst is C1COCC1. (2) The reactants are I[C:2]1[CH:3]=[CH:4][C:5]2[N:6]([CH:8]=[C:9]([NH:11][C:12]([CH:14]3[CH2:16][CH2:15]3)=[O:13])[N:10]=2)[N:7]=1.[CH3:17][C:18]1[S:19][C:20]2[CH:26]=[CH:25][C:24]([OH:27])=[CH:23][C:21]=2[N:22]=1.C(=O)([O-])[O-].[K+].[K+]. The yield is 0.700. The catalyst is CN(C)C=O. The product is [CH3:17][C:18]1[S:19][C:20]2[CH:26]=[CH:25][C:24]([O:27][C:2]3[CH:3]=[CH:4][C:5]4[N:6]([CH:8]=[C:9]([NH:11][C:12]([CH:14]5[CH2:16][CH2:15]5)=[O:13])[N:10]=4)[N:7]=3)=[CH:23][C:21]=2[N:22]=1. (3) The product is [Br:1][C:2]1[CH:10]=[C:6]([C:7]([N:28]=[S@:26]([CH2:29][C:30]([O:32][CH2:33][CH3:34])=[O:31])([C:20]2[CH:25]=[CH:24][CH:23]=[CH:22][CH:21]=2)=[O:27])=[O:9])[CH:5]=[N:4][CH:3]=1. The catalyst is CN(C=O)C. The yield is 0.340. The reactants are [Br:1][C:2]1[CH:3]=[N:4][CH:5]=[C:6]([CH:10]=1)[C:7]([OH:9])=O.C(N(CC)C(C)C)(C)C.[C:20]1([S:26]([CH2:29][C:30]([O:32][CH2:33][CH3:34])=[O:31])(=[NH:28])=[O:27])[CH:25]=[CH:24][CH:23]=[CH:22][CH:21]=1.F[P-](F)(F)(F)(F)F.N1(O[P+](N(C)C)(N(C)C)N(C)C)C2C=CC=CC=2N=N1. (4) The product is [F:1][C:2]1[CH:7]=[CH:6][C:5]([C:8]2[CH:12]=[C:11]([NH:13]/[C:14](/[NH:26][CH2:27][CH:28]([CH3:30])[CH3:29])=[N:15]\[C:16](=[O:25])[C:17]3[CH:22]=[CH:21][CH:20]=[C:19]([S:23]([CH3:24])=[O:32])[CH:18]=3)[NH:10][N:9]=2)=[CH:4][CH:3]=1. The catalyst is CC(C)=O.C(#N)C. The reactants are [F:1][C:2]1[CH:7]=[CH:6][C:5]([C:8]2[CH:12]=[C:11]([NH:13]/[C:14](/[NH:26][CH2:27][CH:28]([CH3:30])[CH3:29])=[N:15]\[C:16](=[O:25])[C:17]3[CH:22]=[CH:21][CH:20]=[C:19]([S:23][CH3:24])[CH:18]=3)[NH:10][N:9]=2)=[CH:4][CH:3]=1.I(O)(=O)(=O)=[O:32]. The yield is 0.770.